This data is from Peptide-MHC class II binding affinity with 134,281 pairs from IEDB. The task is: Regression. Given a peptide amino acid sequence and an MHC pseudo amino acid sequence, predict their binding affinity value. This is MHC class II binding data. (1) The peptide sequence is PRRWLRFCNPELSEI. The MHC is HLA-DPA10103-DPB10401 with pseudo-sequence HLA-DPA10103-DPB10401. The binding affinity (normalized) is 0.427. (2) The peptide sequence is SWEYWGAQLNAMKPD. The MHC is HLA-DPA10301-DPB10402 with pseudo-sequence HLA-DPA10301-DPB10402. The binding affinity (normalized) is 0.720. (3) The peptide sequence is GVIYIMIISKKMMRK. The MHC is DRB5_0101 with pseudo-sequence DRB5_0101. The binding affinity (normalized) is 0.646. (4) The peptide sequence is QVAQYKALPVVLENA. The MHC is DRB1_1201 with pseudo-sequence DRB1_1201. The binding affinity (normalized) is 0.562. (5) The peptide sequence is WPQQQPFPQPQQPFC. The MHC is HLA-DQA10501-DQB10201 with pseudo-sequence HLA-DQA10501-DQB10201. The binding affinity (normalized) is 0.394.